Dataset: Full USPTO retrosynthesis dataset with 1.9M reactions from patents (1976-2016). Task: Predict the reactants needed to synthesize the given product. (1) Given the product [CH2:1]([C:5]1[N:6]([CH2:18][CH2:19][CH2:20][NH:21][C:22](=[O:28])[O:23][C:24]([CH3:27])([CH3:26])[CH3:25])[C:7]2[C:16]3[CH:15]=[CH:14][CH:13]=[CH:12][C:11]=3[N+:10]([O-:34])=[CH:9][C:8]=2[N:17]=1)[CH2:2][CH2:3][CH3:4], predict the reactants needed to synthesize it. The reactants are: [CH2:1]([C:5]1[N:6]([CH2:18][CH2:19][CH2:20][NH:21][C:22](=[O:28])[O:23][C:24]([CH3:27])([CH3:26])[CH3:25])[C:7]2[C:16]3[CH:15]=[CH:14][CH:13]=[CH:12][C:11]=3[N:10]=[CH:9][C:8]=2[N:17]=1)[CH2:2][CH2:3][CH3:4].ClC1C=C(C=CC=1)C(OO)=[O:34].S(=O)(=O)(O)[O-].[Na+]. (2) Given the product [Cl:36][C:33]1[CH:34]=[CH:35][C:30]([C:27]2[CH:28]=[CH:29][C:24]([C:23]#[C:22][C:18]3[CH:17]=[C:16]4[C:21](=[CH:20][CH:19]=3)[N:13]([CH2:12][CH2:11][N:1]3[CH2:5][CH2:4][CH2:3][CH2:2]3)[CH:14]=[CH:15]4)=[N:25][CH:26]=2)=[CH:31][CH:32]=1, predict the reactants needed to synthesize it. The reactants are: [NH:1]1[CH2:5][CH2:4][CH2:3][CH2:2]1.CS(O[CH2:11][CH2:12][N:13]1[C:21]2[C:16](=[CH:17][C:18]([C:22]#[C:23][C:24]3[CH:29]=[CH:28][C:27]([C:30]4[CH:35]=[CH:34][C:33]([Cl:36])=[CH:32][CH:31]=4)=[CH:26][N:25]=3)=[CH:19][CH:20]=2)[CH:15]=[CH:14]1)(=O)=O. (3) Given the product [ClH:28].[NH2:7][C:8]1[CH:13]=[CH:12][N:11]=[CH:10][C:9]=1/[CH:14]=[C:15]1/[C:16](=[O:26])[N:17]=[C:18]([N:20]2[CH2:21][CH2:22][CH2:23][CH2:24][CH2:25]2)[S:19]/1, predict the reactants needed to synthesize it. The reactants are: C(OC(=O)[NH:7][C:8]1[CH:13]=[CH:12][N:11]=[CH:10][C:9]=1[CH:14]=[C:15]1[S:19][C:18]([N:20]2[CH2:25][CH2:24][CH2:23][CH2:22][CH2:21]2)=[N:17][C:16]1=[O:26])(C)(C)C.[ClH:28]. (4) Given the product [CH2:21]([O:14][C:12]1[C:5]2[CH:6]=[C:7]([C:9](=[O:11])[CH3:10])[O:8][C:4]=2[CH:3]=[C:2]([F:1])[CH:13]=1)[C:22]1[CH:27]=[CH:26][CH:25]=[CH:24][CH:23]=1, predict the reactants needed to synthesize it. The reactants are: [F:1][C:2]1[CH:13]=[C:12]([OH:14])[C:5]2[CH:6]=[C:7]([C:9](=[O:11])[CH3:10])[O:8][C:4]=2[CH:3]=1.C(=O)([O-])[O-].[K+].[K+].[CH2:21](Br)[C:22]1[CH:27]=[CH:26][CH:25]=[CH:24][CH:23]=1. (5) Given the product [F:28][C:25]([F:26])([F:27])[C:22]1[CH:21]=[CH:20][C:19]([NH:18][C:14]2[C:15]3[CH2:16][CH2:17][NH:8][CH2:9][C:10]=3[N:11]=[CH:12][N:13]=2)=[CH:24][CH:23]=1, predict the reactants needed to synthesize it. The reactants are: C([N:8]1[CH2:17][CH2:16][C:15]2[C:14]([NH:18][C:19]3[CH:24]=[CH:23][C:22]([C:25]([F:28])([F:27])[F:26])=[CH:21][CH:20]=3)=[N:13][CH:12]=[N:11][C:10]=2[CH2:9]1)C1C=CC=CC=1. (6) Given the product [Br:29][C:30]1[CH:37]=[CH:36][CH:35]=[CH:34][C:31]=1[CH:32]=[CH:7][C:6]1[CH:5]=[CH:4][C:3]([Br:2])=[CH:28][CH:27]=1, predict the reactants needed to synthesize it. The reactants are: [Br-].[Br:2][C:3]1[CH:28]=[CH:27][C:6]([CH2:7][P+](C2C=CC=CC=2)(C2C=CC=CC=2)C2C=CC=CC=2)=[CH:5][CH:4]=1.[Br:29][C:30]1[CH:37]=[CH:36][CH:35]=[CH:34][C:31]=1[CH:32]=O.[OH-].[Na+].O. (7) Given the product [CH3:2][C:1]1[CH:14]=[C:13]([C:15]2[CH:21]3[CH2:22][CH:18]([CH2:19][N:20]3[C:23]([O:25][C:26]([CH3:29])([CH3:28])[CH3:27])=[O:24])[CH2:17][CH:16]=2)[O:4][N:3]=1, predict the reactants needed to synthesize it. The reactants are: [CH:1](=[N:3][OH:4])[CH3:2].ClN1C(=O)CCC1=O.[C:13]([C:15]1[CH:21]2[CH2:22][CH:18]([CH2:19][N:20]2[C:23]([O:25][C:26]([CH3:29])([CH3:28])[CH3:27])=[O:24])[CH2:17][CH:16]=1)#[CH:14].C(N(CC)CC)C.